Dataset: Catalyst prediction with 721,799 reactions and 888 catalyst types from USPTO. Task: Predict which catalyst facilitates the given reaction. (1) Reactant: C([O:3][C:4]([C:6]1[C:7]([O:23][CH2:24][C:25]([F:28])([F:27])[F:26])=[N:8][C:9]2[C:14]([C:15]=1[C:16]1[CH:21]=[CH:20][CH:19]=[CH:18][CH:17]=1)=[CH:13][C:12]([Cl:22])=[CH:11][CH:10]=2)=[O:5])C.[OH-].[Na+]. Product: [Cl:22][C:12]1[CH:13]=[C:14]2[C:9](=[CH:10][CH:11]=1)[N:8]=[C:7]([O:23][CH2:24][C:25]([F:28])([F:26])[F:27])[C:6]([C:4]([OH:5])=[O:3])=[C:15]2[C:16]1[CH:17]=[CH:18][CH:19]=[CH:20][CH:21]=1. The catalyst class is: 8. (2) Reactant: [Cl:1][C:2]1[CH:3]=[C:4]([CH:8]2[C:13]([C:14]([OH:16])=O)=[C:12]([CH3:17])[NH:11][C:10](OC)=[N:9]2)[CH:5]=[CH:6][CH:7]=1.[C:20]1([CH:26]([C:30]2[CH:35]=[CH:34][CH:33]=[CH:32][CH:31]=2)[CH2:27][CH2:28][NH2:29])[CH:25]=[CH:24][CH:23]=[CH:22][CH:21]=1.CC[N:38]=C=NCCCN(C)C.Cl. Product: [C:30]1([CH:26]([C:20]2[CH:21]=[CH:22][CH:23]=[CH:24][CH:25]=2)[CH2:27][CH2:28][NH:29][C:14]([C:13]2[CH:8]([C:4]3[CH:5]=[CH:6][CH:7]=[C:2]([Cl:1])[CH:3]=3)[N:9]=[C:10]([NH2:38])[NH:11][C:12]=2[CH3:17])=[O:16])[CH:31]=[CH:32][CH:33]=[CH:34][CH:35]=1. The catalyst class is: 4. (3) Reactant: C(OC([N:8]1[C:19]2[C:11](=[C:12]3[C:16](=[CH:17][CH:18]=2)[NH:15][CH:14]([C:20]([N:22]2[C:33]4[C:25](=[C:26]5[C:30](=[CH:31][CH:32]=4)[NH:29][CH:28]([C:34]([O:36][CH2:37][CH2:38][C:39]4[CH:44]=[CH:43][C:42]([N+:45]([O-:47])=[O:46])=[CH:41][CH:40]=4)=[O:35])[CH2:27]5)[CH:24]=[CH:23]2)=[O:21])[CH2:13]3)[CH:10]=[CH:9]1)=O)(C)(C)C.C(=O)(O)[O-].[Na+]. Product: [CH:10]1[C:11]2=[C:12]3[C:16](=[CH:17][CH:18]=[C:19]2[NH:8][CH:9]=1)[NH:15][CH:14]([C:20]([N:22]1[C:33]2[C:25](=[C:26]4[C:30](=[CH:31][CH:32]=2)[NH:29][CH:28]([C:34]([O:36][CH2:37][CH2:38][C:39]2[CH:40]=[CH:41][C:42]([N+:45]([O-:47])=[O:46])=[CH:43][CH:44]=2)=[O:35])[CH2:27]4)[CH:24]=[CH:23]1)=[O:21])[CH2:13]3. The catalyst class is: 55. (4) The catalyst class is: 71. Reactant: C(OC([N:8]1[CH2:13][CH2:12][CH2:11][CH:10]([CH2:14][C:15]2[CH:20]=[CH:19][CH:18]=[CH:17][CH:16]=2)[CH2:9]1)=O)(C)(C)C.[ClH:21]. Product: [ClH:21].[CH2:14]([CH:10]1[CH2:11][CH2:12][CH2:13][NH:8][CH2:9]1)[C:15]1[CH:20]=[CH:19][CH:18]=[CH:17][CH:16]=1. (5) Reactant: C[Si](C)(C)N[Si](C)(C)C.C([Li])CCC.CCCCCC.[C:21](#[N:23])[CH3:22].[CH:24]([CH:27]1[C:38](=[O:39])[C:30]2=[C:31]3[CH2:37][CH2:36][O:35][C:32]3=[N:33][CH:34]=[C:29]2[CH2:28]1)([CH3:26])[CH3:25]. Product: [OH:39][C:38]1([CH2:22][C:21]#[N:23])[C:30]2=[C:31]3[CH2:37][CH2:36][O:35][C:32]3=[N:33][CH:34]=[C:29]2[CH2:28][CH:27]1[CH:24]([CH3:26])[CH3:25]. The catalyst class is: 627. (6) Reactant: [CH2:1]([O:8][C:9]1[CH:10]=[CH:11][C:12](Br)=[C:13]([C:15]2[CH2:19][C:18]([CH2:28][C:29]([O:31][C:32]([CH3:35])([CH3:34])[CH3:33])=[O:30])([CH2:20][C:21]([O:23][C:24]([CH3:27])([CH3:26])[CH3:25])=[O:22])[O:17][N:16]=2)[CH:14]=1)[C:2]1[CH:7]=[CH:6][CH:5]=[CH:4][CH:3]=1.[O:37]=[C:38]([N:48]1[CH2:53][CH:52]=[C:51](B2OC(C)(C)C(C)(C)O2)[CH2:50][CH2:49]1)[CH2:39][CH2:40][C:41]([O:43][C:44]([CH3:47])([CH3:46])[CH3:45])=[O:42].C(=O)([O-])[O-].[Cs+].[Cs+].COCCOC. Product: [CH2:1]([O:8][C:9]1[CH:10]=[CH:11][C:12]([C:51]2[CH2:52][CH2:53][N:48]([C:38](=[O:37])[CH2:39][CH2:40][C:41]([O:43][C:44]([CH3:46])([CH3:45])[CH3:47])=[O:42])[CH2:49][CH:50]=2)=[C:13]([C:15]2[CH2:19][C:18]([CH2:28][C:29]([O:31][C:32]([CH3:35])([CH3:34])[CH3:33])=[O:30])([CH2:20][C:21](=[O:22])[O:23][C:24]([CH3:27])([CH3:26])[CH3:25])[O:17][N:16]=2)[CH:14]=1)[C:2]1[CH:7]=[CH:6][CH:5]=[CH:4][CH:3]=1. The catalyst class is: 263. (7) Reactant: Cl.Cl.[NH2:3][CH:4]([CH2:7][NH2:8])[C:5]#[N:6].C(N(CC)C(C)C)(C)C.Cl[C:19]([O:21][CH2:22][C:23]1[CH:28]=[CH:27][CH:26]=[CH:25][CH:24]=1)=[O:20].[C:29]([OH:35])([C:31]([F:34])([F:33])[F:32])=[O:30]. Product: [F:32][C:31]([F:34])([F:33])[C:29]([OH:35])=[O:30].[NH2:3][CH:4]([C:7]#[N:8])[CH2:5][NH:6][C:19](=[O:20])[O:21][CH2:22][C:23]1[CH:28]=[CH:27][CH:26]=[CH:25][CH:24]=1. The catalyst class is: 229. (8) Reactant: [CH3:1][O:2][C:3]1[CH:4]=[C:5]([C:11]([C:13]2[S:21][C:16]3=[N:17][N:18]=[C:19]([SH:20])[N:15]3[C:14]=2[C:22]2[CH:27]=[CH:26][CH:25]=[CH:24][CH:23]=2)=[O:12])[CH:6]=[CH:7][C:8]=1[O:9][CH3:10].Br[CH2:29][C:30]1[C:35]([F:36])=[CH:34][CH:33]=[CH:32][C:31]=1[Cl:37].CCN(CC)CC. Product: [Cl:37][C:31]1[CH:32]=[CH:33][CH:34]=[C:35]([F:36])[C:30]=1[CH2:29][S:20][C:19]1[N:15]2[C:14]([C:22]3[CH:27]=[CH:26][CH:25]=[CH:24][CH:23]=3)=[C:13]([C:11]([C:5]3[CH:6]=[CH:7][C:8]([O:9][CH3:10])=[C:3]([O:2][CH3:1])[CH:4]=3)=[O:12])[S:21][C:16]2=[N:17][N:18]=1. The catalyst class is: 4. (9) The catalyst class is: 1. Product: [Cl:15][C:12]1[CH:13]=[CH:14][C:9]([O:8][C:5]2[CH:6]=[CH:7][C:2]([C:21](=[O:22])[CH3:23])=[CH:3][CH:4]=2)=[CH:10][CH:11]=1. Reactant: Br[C:2]1[CH:7]=[CH:6][C:5]([O:8][C:9]2[CH:14]=[CH:13][C:12]([Cl:15])=[CH:11][CH:10]=2)=[CH:4][CH:3]=1.C([Mg]Cl)(C)C.[C:21](Cl)([CH3:23])=[O:22].[Li+].[Cl-].[NH4+].[Cl-]. (10) Reactant: Br[C:2]1[CH:3]=[C:4]([CH:13]=[CH:14][C:15]=1[F:16])[O:5][Si](C(C)(C)C)(C)C.[Li]CCCC.[CH3:22][N:23]([CH2:25][CH:26]1[C:33](=[O:34])[CH2:32][CH2:31][C:28]2([CH2:30][CH2:29]2)[CH2:27]1)[CH3:24]. Product: [CH3:24][N:23]([CH2:25][CH:26]1[C:33]([C:2]2[CH:3]=[C:4]([OH:5])[CH:13]=[CH:14][C:15]=2[F:16])([OH:34])[CH2:32][CH2:31][C:28]2([CH2:30][CH2:29]2)[CH2:27]1)[CH3:22]. The catalyst class is: 134.